Task: Predict the product of the given reaction.. Dataset: Forward reaction prediction with 1.9M reactions from USPTO patents (1976-2016) (1) Given the reactants Cl[Si](Cl)(Cl)Cl.[N-:6]=[N+:7]=[N-:8].[Na+].[CH2:10]([O:12][C:13]([C:15]1[CH:16]=[C:17]2[C:22](=[CH:23][CH:24]=1)[NH:21][CH:20]([C:25]1[CH:30]=[CH:29][CH:28]=[C:27]([NH:31][C:32](=O)[CH2:33][CH3:34])[CH:26]=1)[C:19]([CH3:37])([CH3:36])[CH2:18]2)=[O:14])[CH3:11], predict the reaction product. The product is: [CH2:10]([O:12][C:13]([C:15]1[CH:16]=[C:17]2[C:22](=[CH:23][CH:24]=1)[NH:21][CH:20]([C:25]1[CH:30]=[CH:29][CH:28]=[C:27]([N:31]3[C:32]([CH2:33][CH3:34])=[N:8][N:7]=[N:6]3)[CH:26]=1)[C:19]([CH3:37])([CH3:36])[CH2:18]2)=[O:14])[CH3:11]. (2) Given the reactants [CH3:1][N:2]1[CH2:7][CH2:6][CH:5]([OH:8])[CH2:4][CH2:3]1.C1(P(C2C=CC=CC=2)C2C=CC=CC=2)C=CC=CC=1.CC(OC(/N=N/C(OC(C)C)=O)=O)C.[Cl:42][C:43]1[CH:44]=[CH:45][C:46](O)=[C:47]([NH:49][C:50]([NH:52][C:53]2[CH:58]=[N:57][C:56]([C:59]#[N:60])=[CH:55][N:54]=2)=[O:51])[CH:48]=1, predict the reaction product. The product is: [Cl:42][C:43]1[CH:44]=[CH:45][C:46]([O:8][CH:5]2[CH2:6][CH2:7][N:2]([CH3:1])[CH2:3][CH2:4]2)=[C:47]([NH:49][C:50]([NH:52][C:53]2[CH:58]=[N:57][C:56]([C:59]#[N:60])=[CH:55][N:54]=2)=[O:51])[CH:48]=1. (3) Given the reactants ClCC1N=CN(C(C2C=CC=CC=2)(C2C=CC=CC=2)C2C=CC=CC=2)C=1.[O:27]1[CH2:32][CH2:31][N:30]([C:33]2[CH:34]=[C:35](O)[CH:36]=[CH:37][CH:38]=2)[CH2:29][CH2:28]1.[NH:40]1[CH:44]=[C:43]([CH2:45][O:46]C2C=C(N3CCOCC3)C=CC=2)[N:42]=[CH:41]1, predict the reaction product. The product is: [NH:40]1[CH:44]=[C:43]([CH2:45][O:46][C:38]2[CH:37]=[CH:36][CH:35]=[CH:34][C:33]=2[N:30]2[CH2:31][CH2:32][O:27][CH2:28][CH2:29]2)[N:42]=[CH:41]1. (4) The product is: [CH2:1]([N:8]1[CH2:17][CH2:16][C:15]2[C:14]([Cl:38])=[N:13][C:12]([C:19]([F:22])([F:21])[F:20])=[N:11][C:10]=2[CH:9]1[CH2:23][C:24]1[CH:29]=[CH:28][CH:27]=[CH:26][CH:25]=1)[C:2]1[CH:7]=[CH:6][CH:5]=[CH:4][CH:3]=1. Given the reactants [CH2:1]([N:8]1[CH2:17][CH2:16][C:15]2[C:14](O)=[N:13][C:12]([C:19]([F:22])([F:21])[F:20])=[N:11][C:10]=2[CH:9]1[CH2:23][C:24]1[CH:29]=[CH:28][CH:27]=[CH:26][CH:25]=1)[C:2]1[CH:7]=[CH:6][CH:5]=[CH:4][CH:3]=1.C1(P(Cl)([Cl:38])=O)C=CC=CC=1, predict the reaction product.